From a dataset of NCI-60 drug combinations with 297,098 pairs across 59 cell lines. Regression. Given two drug SMILES strings and cell line genomic features, predict the synergy score measuring deviation from expected non-interaction effect. Drug 1: CC1=C2C(C(=O)C3(C(CC4C(C3C(C(C2(C)C)(CC1OC(=O)C(C(C5=CC=CC=C5)NC(=O)OC(C)(C)C)O)O)OC(=O)C6=CC=CC=C6)(CO4)OC(=O)C)OC)C)OC. Drug 2: C1=CC(=CC=C1CCC2=CNC3=C2C(=O)NC(=N3)N)C(=O)NC(CCC(=O)O)C(=O)O. Cell line: CCRF-CEM. Synergy scores: CSS=73.5, Synergy_ZIP=8.41, Synergy_Bliss=2.97, Synergy_Loewe=1.99, Synergy_HSA=5.29.